From a dataset of Full USPTO retrosynthesis dataset with 1.9M reactions from patents (1976-2016). Predict the reactants needed to synthesize the given product. (1) Given the product [CH3:13][O:12][C:6]1[CH:5]=[C:4]2[C:9]([N:10]=[CH:11][C:2]([O:18][CH2:17][CH2:16][CH2:15][N:30]3[CH2:31][CH2:32][CH:27]([CH2:26][NH2:25])[CH2:28][CH2:29]3)=[N:3]2)=[CH:8][CH:7]=1, predict the reactants needed to synthesize it. The reactants are: Cl[C:2]1[CH:11]=[N:10][C:9]2[C:4](=[CH:5][C:6]([O:12][CH3:13])=[CH:7][CH:8]=2)[N:3]=1.Br[CH2:15][CH2:16][CH2:17][OH:18].C(OC(=O)[NH:25][CH2:26][CH:27]1[CH2:32][CH2:31][NH:30][CH2:29][CH2:28]1)(C)(C)C. (2) Given the product [Cl:1][C:2]1[CH:3]=[C:4]([CH2:9][CH2:10][CH2:11][NH:13][C:32](=[O:33])[O:34][C:35]([CH3:38])([CH3:37])[CH3:36])[CH:5]=[CH:6][C:7]=1[Cl:8], predict the reactants needed to synthesize it. The reactants are: [Cl:1][C:2]1[CH:3]=[C:4]([CH2:9][CH2:10][C:11]([NH2:13])=O)[CH:5]=[CH:6][C:7]=1[Cl:8].[H-].[H-].[H-].[H-].[Li+].[Al+3].ClC1C=C(CCCN)C=CC=1Cl.[C:32](O[C:32]([O:34][C:35]([CH3:38])([CH3:37])[CH3:36])=[O:33])([O:34][C:35]([CH3:38])([CH3:37])[CH3:36])=[O:33]. (3) Given the product [O:1]1[CH2:6][CH2:5][CH2:4][CH2:3][CH:2]1[O:7][C:8]1[CH:9]=[C:10]([CH:15]=[C:16]([O:18][CH:19]2[CH2:24][CH2:23][CH2:22][CH2:21][O:20]2)[CH:17]=1)[C:11]([OH:13])=[O:12], predict the reactants needed to synthesize it. The reactants are: [O:1]1[CH2:6][CH2:5][CH2:4][CH2:3][CH:2]1[O:7][C:8]1[CH:9]=[C:10]([CH:15]=[C:16]([O:18][CH:19]2[CH2:24][CH2:23][CH2:22][CH2:21][O:20]2)[CH:17]=1)[C:11]([O:13]C)=[O:12].[OH-].[Na+].Cl. (4) Given the product [CH3:11][O:12][C:13]1[CH:14]=[C:15]([C:21]([C:23]2[CH:28]=[CH:27][C:26]([O:29][CH3:30])=[C:25]([N+:31]([O-:33])=[O:32])[CH:24]=2)=[CH:34][CH3:35])[CH:16]=[C:17]([O:19][CH3:20])[CH:18]=1, predict the reactants needed to synthesize it. The reactants are: C[Si]([N-][Si](C)(C)C)(C)C.[Li+].[CH3:11][O:12][C:13]1[CH:14]=[C:15]([C:21]([C:23]2[CH:28]=[CH:27][C:26]([O:29][CH3:30])=[C:25]([N+:31]([O-:33])=[O:32])[CH:24]=2)=O)[CH:16]=[C:17]([O:19][CH3:20])[CH:18]=1.[CH2:34]1COC[CH2:35]1. (5) Given the product [Br:1][C:2]1[CH:3]=[CH:4][CH:5]=[C:6]([O:8][CH:11]2[CH2:12][O:9][CH2:10]2)[N:7]=1, predict the reactants needed to synthesize it. The reactants are: [Br:1][C:2]1[N:7]=[C:6]([OH:8])[CH:5]=[CH:4][CH:3]=1.[O:9]1[CH2:12][CH:11](O)[CH2:10]1.C1(P(C2C=CC=CC=2)C2C=CC=CC=2)C=CC=CC=1.CC(OC(/N=N/C(OC(C)C)=O)=O)C.